From a dataset of Forward reaction prediction with 1.9M reactions from USPTO patents (1976-2016). Predict the product of the given reaction. Given the reactants [N:1]1[CH:6]=[CH:5][CH:4]=[CH:3][C:2]=1[NH:7][C:8]1[CH:13]=[CH:12][C:11]([OH:14])=[CH:10][CH:9]=1.[Cl:15][C:16]1[C:21](Cl)=[N:20][CH:19]=[CH:18][N:17]=1.C(=O)([O-])[O-].[Cs+].[Cs+], predict the reaction product. The product is: [Cl:15][C:16]1[C:21]([O:14][C:11]2[CH:12]=[CH:13][C:8]([NH:7][C:2]3[CH:3]=[CH:4][CH:5]=[CH:6][N:1]=3)=[CH:9][CH:10]=2)=[N:20][CH:19]=[CH:18][N:17]=1.